This data is from Forward reaction prediction with 1.9M reactions from USPTO patents (1976-2016). The task is: Predict the product of the given reaction. Given the reactants FC(F)(F)C(O)=O.[O-]S(C(F)(F)F)(=O)=O.[Bi+3].[O-]S(C(F)(F)F)(=O)=O.[O-]S(C(F)(F)F)(=O)=O.[Cl:33][C:34]1[O:38][C:37]([CH:39]=O)=[CH:36][CH:35]=1.[Si]([O:48][CH2:49][CH:50]([SH:72])[CH2:51][N:52]1[C:60]([C:61]2[CH:66]=[CH:65][CH:64]=[C:63]([F:67])[CH:62]=2)=[C:59]2[C:54]([N:55]([CH3:71])[C:56](=[O:70])[N:57]([CH3:69])[C:58]2=[O:68])=[CH:53]1)(C(C)(C)C)(C)C, predict the reaction product. The product is: [Cl:33][C:34]1[O:38][C:37]([CH:39]2[C:53]3=[C:54]4[N:55]([CH3:71])[C:56](=[O:70])[N:57]([CH3:69])[C:58](=[O:68])[C:59]4=[C:60]([C:61]4[CH:66]=[CH:65][CH:64]=[C:63]([F:67])[CH:62]=4)[N:52]3[CH2:51][CH:50]([CH2:49][OH:48])[S:72]2)=[CH:36][CH:35]=1.